This data is from Catalyst prediction with 721,799 reactions and 888 catalyst types from USPTO. The task is: Predict which catalyst facilitates the given reaction. (1) Reactant: [NH2:1][C@H:2]([CH2:13][C:14]1[CH:19]=[CH:18][C:17]([C:20]2[CH:25]=[C:24]([Cl:26])[CH:23]=[CH:22][C:21]=2[F:27])=[CH:16][CH:15]=1)[CH2:3][C:4]([CH2:11][OH:12])([CH2:8][CH:9]=[CH2:10])[C:5]([OH:7])=[O:6].[NH:28]1[CH:32]=[C:31]([C:33](O)=[O:34])[N:30]=[N:29]1.CCN(C(C)C)C(C)C.CN(C(ON1N=NC2C=CC=NC1=2)=[N+](C)C)C.F[P-](F)(F)(F)(F)F. The catalyst class is: 3. Product: [Cl:26][C:24]1[CH:23]=[CH:22][C:21]([F:27])=[C:20]([C:17]2[CH:18]=[CH:19][C:14]([CH2:13][C@@H:2]([NH:1][C:33]([C:31]3[NH:30][N:29]=[N:28][CH:32]=3)=[O:34])[CH2:3][C:4]([CH2:11][OH:12])([CH2:8][CH:9]=[CH2:10])[C:5]([OH:7])=[O:6])=[CH:15][CH:16]=2)[CH:25]=1. (2) Reactant: [Cl:1][C:2]1[N:7]=[C:6]([O:8][CH2:9][CH2:10]C)[C:5]([C:12]([NH:14][CH:15]2[CH:22]3[CH2:23][CH:18]4[CH2:19][C:20]([OH:25])([CH2:24][CH:16]2[CH2:17]4)[CH2:21]3)=[O:13])=[CH:4][N:3]=1.Cl[C:27]1N=C(Cl)C(C(NC2C3CC4CC(O)(CC2C4)C3)=O)=CN=1. Product: [Cl:1][C:2]1[N:7]=[C:6]([O:8][CH:9]([CH3:10])[CH3:27])[C:5]([C:12]([NH:14][CH:15]2[CH:22]3[CH2:23][CH:18]4[CH2:19][C:20]([OH:25])([CH2:24][CH:16]2[CH2:17]4)[CH2:21]3)=[O:13])=[CH:4][N:3]=1. The catalyst class is: 32. (3) Reactant: [CH2:1]1[CH2:15][N:14]2[CH2:16][CH2:17][CH2:18][C@H:12]3[C@@H:13]2[C@H:3]([CH2:4][N:5]2[C:10](=[O:11])[CH:9]=[CH:8][CH2:7][C@@H:6]23)[CH2:2]1.[N+:19]([CH3:22])([O-:21])=[O:20].C1CCN2C(=NCCC2)CC1.Cl. Product: [CH2:1]1[CH2:15][N:14]2[CH2:16][CH2:17][CH2:18][C@H:12]3[C@@H:13]2[C@H:3]([CH2:4][N:5]2[C:10](=[O:11])[CH2:9][CH:8]([CH2:22][N+:19]([O-:21])=[O:20])[CH2:7][C@@H:6]23)[CH2:2]1. The catalyst class is: 47.